From a dataset of Full USPTO retrosynthesis dataset with 1.9M reactions from patents (1976-2016). Predict the reactants needed to synthesize the given product. (1) Given the product [CH3:57][N:56]([CH3:58])[C:49]1[C:50]2[S:54][C:53]([NH:55][C:6](=[O:8])[C:5]3[CH:4]=[CH:3][C:2]([F:1])=[CH:10][CH:9]=3)=[N:52][C:51]=2[C:46]([O:45][CH3:44])=[CH:47][CH:48]=1, predict the reactants needed to synthesize it. The reactants are: [F:1][C:2]1[CH:10]=[CH:9][C:5]([C:6]([OH:8])=O)=[CH:4][CH:3]=1.CN(C(ON1N=NC2C=CC=NC1=2)=[N+](C)C)C.F[P-](F)(F)(F)(F)F.C(N(C(C)C)C(C)C)C.[CH3:44][O:45][C:46]1[C:51]2[N:52]=[C:53]([NH2:55])[S:54][C:50]=2[C:49]([N:56]([CH3:58])[CH3:57])=[CH:48][CH:47]=1. (2) The reactants are: [BH4-].[Na+].[C:3]([C:6]1[C:7]2[CH:32]=[CH:31][CH:30]=[CH:29][C:8]=2[S:9][C:10]=1[N:11]([CH2:17][C:18]1[CH:23]=[CH:22][C:21]([F:24])=[C:20]([C:25]([F:28])([F:27])[F:26])[CH:19]=1)[S:12]([CH2:15][CH3:16])(=[O:14])=[O:13])(=[O:5])[CH3:4]. Given the product [F:24][C:21]1[CH:22]=[CH:23][C:18]([CH2:17][N:11]([C:10]2[S:9][C:8]3[CH:29]=[CH:30][CH:31]=[CH:32][C:7]=3[C:6]=2[CH:3]([OH:5])[CH3:4])[S:12]([CH2:15][CH3:16])(=[O:13])=[O:14])=[CH:19][C:20]=1[C:25]([F:28])([F:26])[F:27], predict the reactants needed to synthesize it. (3) Given the product [C:20]([CH2:19][C:17]1([N:22]2[CH2:27][CH2:26][CH:25]([N:28]([C@@H:35]3[CH2:37][C@H:36]3[C:38]3[CH:39]=[CH:40][CH:41]=[CH:42][CH:43]=3)[C:29](=[O:34])[C:30]([F:32])([F:33])[F:31])[CH2:24][CH2:23]2)[CH2:16][N:15]([CH:12]2[CH2:13][CH2:14][CH:9]([OH:8])[CH2:10][CH2:11]2)[CH2:18]1)#[N:21], predict the reactants needed to synthesize it. The reactants are: [Si]([O:8][CH:9]1[CH2:14][CH2:13][CH:12]([N:15]2[CH2:18][C:17]([N:22]3[CH2:27][CH2:26][CH:25]([N:28]([C@@H:35]4[CH2:37][C@H:36]4[C:38]4[CH:43]=[CH:42][CH:41]=[CH:40][CH:39]=4)[C:29](=[O:34])[C:30]([F:33])([F:32])[F:31])[CH2:24][CH2:23]3)([CH2:19][C:20]#[N:21])[CH2:16]2)[CH2:11][CH2:10]1)(C(C)(C)C)(C)C.Cl.O1CCOCC1. (4) Given the product [Cl:1][C:2]1[CH:3]=[CH:4][C:5]([C@@:8]([NH:16][C:34](=[O:45])[O:35][C:36]2[CH:37]=[CH:38][C:39]([N+:42]([O-:44])=[O:43])=[CH:40][CH:41]=2)([C:17]2[CH:22]=[C:21]([C:23]([F:26])([F:24])[F:25])[CH:20]=[C:19]([F:27])[CH:18]=2)[CH2:9][C:10]2[CH:11]=[CH:12][CH:13]=[CH:14][CH:15]=2)=[N:6][CH:7]=1, predict the reactants needed to synthesize it. The reactants are: [Cl:1][C:2]1[CH:3]=[CH:4][C:5]([C@:8]([C:17]2[CH:22]=[C:21]([C:23]([F:26])([F:25])[F:24])[CH:20]=[C:19]([F:27])[CH:18]=2)([NH2:16])[CH2:9][C:10]2[CH:15]=[CH:14][CH:13]=[CH:12][CH:11]=2)=[N:6][CH:7]=1.C([O-])([O-])=O.[K+].[K+].[C:34](Cl)(=[O:45])[O:35][C:36]1[CH:41]=[CH:40][C:39]([N+:42]([O-:44])=[O:43])=[CH:38][CH:37]=1. (5) Given the product [F:26][C:27]([F:40])([F:39])[S:28]([O:16][C:14]1[CH:13]=[CH:12][C:11]([F:17])=[C:10]([NH:9][CH2:8][CH:5]2[CH2:4][O:3][C:2]([CH3:18])([CH3:1])[CH2:7][O:6]2)[N:15]=1)(=[O:30])=[O:29], predict the reactants needed to synthesize it. The reactants are: [CH3:1][C:2]1([CH3:18])[CH2:7][O:6][CH:5]([CH2:8][NH:9][C:10]2[N:15]=[C:14]([OH:16])[CH:13]=[CH:12][C:11]=2[F:17])[CH2:4][O:3]1.C(N(CC)CC)C.[F:26][C:27]([F:40])([F:39])[S:28](O[S:28]([C:27]([F:40])([F:39])[F:26])(=[O:30])=[O:29])(=[O:30])=[O:29]. (6) Given the product [C:1]([O:5][C:6]([N:8]1[CH2:13][CH2:12][CH2:11][CH:10]([C:14]2[N:17]=[C:21]([C:20]3[CH:24]=[CH:25][C:26]([F:28])=[CH:27][C:19]=3[F:18])[O:16][N:15]=2)[CH2:9]1)=[O:7])([CH3:4])([CH3:2])[CH3:3], predict the reactants needed to synthesize it. The reactants are: [C:1]([O:5][C:6]([N:8]1[CH2:13][CH2:12][CH2:11][CH:10]([C:14](=[NH:17])[NH:15][OH:16])[CH2:9]1)=[O:7])([CH3:4])([CH3:3])[CH3:2].[F:18][C:19]1[CH:27]=[C:26]([F:28])[CH:25]=[CH:24][C:20]=1[C:21](O)=O. (7) Given the product [N+:23]([C:26]1[CH:27]=[C:28]([NH:29][C:2]2[N:10]=[C:9]3[C:5]([N:6]=[CH:7][NH:8]3)=[C:4]([NH:11][C:12]3[CH:22]=[CH:21][C:15]([C:16]([O:18][CH2:19][CH3:20])=[O:17])=[CH:14][CH:13]=3)[N:3]=2)[CH:30]=[CH:31][CH:32]=1)([O-:25])=[O:24], predict the reactants needed to synthesize it. The reactants are: Cl[C:2]1[NH:3][C:4]([NH:11][C:12]2[CH:22]=[CH:21][C:15]([C:16]([O:18][CH2:19][CH3:20])=[O:17])=[CH:14][CH:13]=2)=[C:5]2[C:9]([N:10]=1)=[N:8][CH:7]=[N:6]2.[N+:23]([C:26]1[CH:27]=[C:28]([CH:30]=[CH:31][CH:32]=1)[NH2:29])([O-:25])=[O:24]. (8) Given the product [F:24][C:18]1[CH:17]=[CH:22][CH:21]=[CH:20][C:19]=1[CH2:23][CH2:15][C@H:9]1[C:10]2[C:5](=[CH:4][C:3]([O:2][CH3:1])=[C:12]([O:13][CH3:14])[CH:11]=2)[CH2:6][CH2:7][NH:8]1, predict the reactants needed to synthesize it. The reactants are: [CH3:1][O:2][C:3]1[CH:4]=[C:5]2[C:10](=[CH:11][C:12]=1[O:13][CH3:14])[C:9]([CH3:15])=[N:8][CH2:7][CH2:6]2.Br[C:17]1[CH:22]=[CH:21][CH:20]=[C:19]([CH3:23])[C:18]=1[F:24]. (9) Given the product [N:21]1[CH:25]=[C:24]([CH2:26][CH2:27][NH:28][S:17]([C:15]2[CH:14]=[CH:13][C:11]3[N:12]=[C:8]([C:3]4[C:4]([CH3:7])=[N:5][NH:6][C:2]=4[NH2:1])[S:9][C:10]=3[CH:16]=2)(=[O:19])=[O:18])[NH:23][CH:22]=1, predict the reactants needed to synthesize it. The reactants are: [NH2:1][C:2]1[NH:6][N:5]=[C:4]([CH3:7])[C:3]=1[C:8]1[S:9][C:10]2[CH:16]=[C:15]([S:17](Cl)(=[O:19])=[O:18])[CH:14]=[CH:13][C:11]=2[N:12]=1.[N:21]1[CH:25]=[C:24]([CH2:26][CH2:27][NH2:28])[NH:23][CH:22]=1.CN1CCOCC1.